From a dataset of Full USPTO retrosynthesis dataset with 1.9M reactions from patents (1976-2016). Predict the reactants needed to synthesize the given product. (1) Given the product [OH:4][CH2:5][CH2:6][CH2:7][C:8]1[CH:9]=[C:10]2[C:14](=[CH:15][CH:16]=1)[NH:13][CH:12]=[C:11]2[C:17](=[O:37])[CH:18]([NH:28][C:29]1[CH:30]=[N:31][CH:32]=[C:33]([O:35][CH3:36])[CH:34]=1)[C:19]1[CH:27]=[C:22]2[CH:23]=[CH:24][CH:25]=[CH:26][N:21]2[N:20]=1, predict the reactants needed to synthesize it. The reactants are: C([O:4][CH2:5][CH2:6][CH2:7][C:8]1[CH:9]=[C:10]2[C:14](=[CH:15][CH:16]=1)[NH:13][CH:12]=[C:11]2[C:17](=[O:37])[CH:18]([NH:28][C:29]1[CH:30]=[N:31][CH:32]=[C:33]([O:35][CH3:36])[CH:34]=1)[C:19]1[CH:27]=[C:22]2[CH:23]=[CH:24][CH:25]=[CH:26][N:21]2[N:20]=1)(=O)C.C1COCC1.O.C(=O)([O-])[O-].[K+].[K+]. (2) The reactants are: C(OC([N:8](C(OC(C)(C)C)=O)[C:9]1[C:10]([C:28]2[O:32][C:31]([C:33]3[CH:38]=[CH:37][C:36]([CH2:39][N:40](C)[C:41](=O)OC(C)(C)C)=[CH:35][CH:34]=3)=[N:30][N:29]=2)=[N:11][C:12]([N:15]2[CH2:27][CH2:26][C:17]3([CH2:21][CH2:20][N:19]([C:22](=[O:25])[CH2:23][CH3:24])[CH2:18]3)[CH2:16]2)=[CH:13][N:14]=1)=O)(C)(C)C.Cl. Given the product [NH2:8][C:9]1[N:14]=[CH:13][C:12]([N:15]2[CH2:27][CH2:26][C:17]3([CH2:18][N:19]([C:22](=[O:25])[CH2:23][CH3:24])[CH2:20][CH2:21]3)[CH2:16]2)=[N:11][C:10]=1[C:28]1[O:32][C:31]([C:33]2[CH:38]=[CH:37][C:36]([CH2:39][NH:40][CH3:41])=[CH:35][CH:34]=2)=[N:30][N:29]=1, predict the reactants needed to synthesize it. (3) Given the product [Cl:1][C:2]1[CH:10]=[C:9]2[C:5]([C:6]([C:11]([N:13]3[CH2:18][CH2:17][C:16]4([C:22]5[CH:23]=[CH:24][C:25]([F:27])=[CH:26][C:21]=5[C:20](=[O:28])[O:19]4)[CH2:15][CH2:14]3)=[O:12])=[CH:7][N:8]2[CH2:35][C:30]2[CH:31]=[N:32][CH:33]=[CH:34][N:29]=2)=[CH:4][CH:3]=1, predict the reactants needed to synthesize it. The reactants are: [Cl:1][C:2]1[CH:10]=[C:9]2[C:5]([C:6]([C:11]([N:13]3[CH2:18][CH2:17][C:16]4([C:22]5[CH:23]=[CH:24][C:25]([F:27])=[CH:26][C:21]=5[C:20](=[O:28])[O:19]4)[CH2:15][CH2:14]3)=[O:12])=[CH:7][NH:8]2)=[CH:4][CH:3]=1.[N:29]1[CH:34]=[CH:33][N:32]=[CH:31][C:30]=1[CH2:35]OS(C)(=O)=O. (4) The reactants are: [C:1](Cl)([C:3](Cl)=O)=[O:2].CN(C=O)C.[F:12][C:13]1[C:21]([C:22]#[N:23])=[C:20]2[C:16](C=[CH:18][NH:19]2)=[CH:15][CH:14]=1. Given the product [F:12][C:13]1[C:21]([C:22]#[N:23])=[C:20]2[C:16]([C:3]([CH:1]=[O:2])=[CH:18][NH:19]2)=[CH:15][CH:14]=1, predict the reactants needed to synthesize it. (5) Given the product [Cl:1][C:2]1[CH:7]=[CH:6][CH:5]=[CH:4][C:3]=1[C:8]1[C:12]([CH2:13][OH:14])=[CH:11][N:10]([C:18]2[C:23]([CH3:24])=[CH:22][N:21]=[C:20]([NH:25][C:26]([CH:28]3[CH2:29][CH2:30]3)=[O:27])[CH:19]=2)[N:9]=1, predict the reactants needed to synthesize it. The reactants are: [Cl:1][C:2]1[CH:7]=[CH:6][CH:5]=[CH:4][C:3]=1[C:8]1[C:12]([C:13](OCC)=[O:14])=[CH:11][N:10]([C:18]2[C:23]([CH3:24])=[CH:22][N:21]=[C:20]([NH:25][C:26]([CH:28]3[CH2:30][CH2:29]3)=[O:27])[CH:19]=2)[N:9]=1.CCC(C)[BH-](C(C)CC)C(C)CC.[Li+]. (6) Given the product [Br:1][C:2]1[CH:3]=[C:4]([CH:5]=[CH:6][C:7]=1[Cl:8])[O:9][Si:19]([C:15]([CH3:18])([CH3:17])[CH3:16])([CH3:22])[CH3:21], predict the reactants needed to synthesize it. The reactants are: [Br:1][C:2]1[CH:3]=[C:4]([OH:9])[CH:5]=[CH:6][C:7]=1[Cl:8].N1C=CN=C1.[C:15]([Si:19]([CH3:22])([CH3:21])Cl)([CH3:18])([CH3:17])[CH3:16]. (7) Given the product [Cl:1][C:2]1[C:11]2[C:6](=[CH:7][CH:8]=[C:9]([CH3:31])[CH:10]=2)[N:5]=[C:4]([N:17]2[CH2:23][C:22]3[CH:24]=[CH:25][CH:26]=[CH:27][C:21]=3[S:20](=[O:29])[CH2:19][CH2:18]2)[CH:3]=1, predict the reactants needed to synthesize it. The reactants are: [Cl:1][C:2]1[C:11]2[C:6](=[CH:7][CH:8]=[C:9](OC(F)(F)F)[CH:10]=2)[N:5]=[C:4]([N:17]2[CH2:23][C:22]3[CH:24]=[CH:25][CH:26]=[CH:27][C:21]=3[S:20](=[O:29])(=O)[CH2:19][CH2:18]2)[CH:3]=1.Cl[C:31]1C=C(Cl)C2C(=CC=C(C)C=2)N=1.S1(=O)C2C=CC=CC=2CNCC1.NC1(CNC2C3C(=CC=C(C)C=3)N=C(N3CC4C=CC=CC=4S(=O)CC3)C=2)COC1. (8) Given the product [CH:1]([C:4]1[CH:9]=[C:8]([O:10][CH3:11])[CH:7]=[CH:6][C:5]=1[O:12][S:19]([C:16]1[CH:17]=[CH:18][C:13]([CH3:23])=[CH:14][CH:15]=1)(=[O:21])=[O:20])([CH3:3])[CH3:2], predict the reactants needed to synthesize it. The reactants are: [CH:1]([C:4]1[CH:9]=[C:8]([O:10][CH3:11])[CH:7]=[CH:6][C:5]=1[OH:12])([CH3:3])[CH3:2].[C:13]1([CH3:23])[CH:18]=[CH:17][C:16]([S:19](Cl)(=[O:21])=[O:20])=[CH:15][CH:14]=1.O. (9) Given the product [C:19]([O:18][C:16]([N:14]1[CH2:15][C@@H:11]([C:4]2[CH:5]=[C:6]([CH2:8][CH2:9][CH3:10])[CH:7]=[C:2]([Cl:1])[C:3]=2[C:27]([O:29][CH2:30][CH3:31])=[O:28])[C@H:12]([C:23]([OH:25])=[O:24])[CH2:13]1)=[O:17])([CH3:20])([CH3:22])[CH3:21], predict the reactants needed to synthesize it. The reactants are: [Cl:1][C:2]1[C:3]([C:27]([O:29][CH2:30][CH3:31])=[O:28])=[C:4]([C@@H:11]2[CH2:15][N:14]([C:16]([O:18][C:19]([CH3:22])([CH3:21])[CH3:20])=[O:17])[CH2:13][C@H:12]2[C:23]([O:25]C)=[O:24])[CH:5]=[C:6]([CH2:8][CH2:9][CH3:10])[CH:7]=1.[OH-].[Li+].Cl.